This data is from Catalyst prediction with 721,799 reactions and 888 catalyst types from USPTO. The task is: Predict which catalyst facilitates the given reaction. (1) Reactant: [OH:1][C:2]1([CH2:9][C:10]([NH:12][C:13]2[CH:22]=[CH:21][CH:20]=[C:19]3[C:14]=2[CH:15]=[CH:16][N:17]([CH2:24][C@H:25]2[CH2:29][CH2:28][CH2:27][N:26]2C(OC(C)(C)C)=O)[C:18]3=[O:23])=[O:11])[CH2:8][CH2:7][CH2:6][CH2:5][CH2:4][CH2:3]1.O1CCOCC1.[ClH:43]. Product: [ClH:43].[OH:1][C:2]1([CH2:9][C:10]([NH:12][C:13]2[CH:22]=[CH:21][CH:20]=[C:19]3[C:14]=2[CH:15]=[CH:16][N:17]([CH2:24][C@H:25]2[CH2:29][CH2:28][CH2:27][NH:26]2)[C:18]3=[O:23])=[O:11])[CH2:3][CH2:4][CH2:5][CH2:6][CH2:7][CH2:8]1. The catalyst class is: 28. (2) Reactant: [N:1]1[C:10]2[C:5](=[CH:6][CH:7]=[CH:8][CH:9]=2)[CH:4]=[CH:3][C:2]=1/[CH:11]=[CH:12]/[C:13]([O:15]C)=[O:14].O.[OH-].[Na+]. Product: [N:1]1[C:10]2[C:5](=[CH:6][CH:7]=[CH:8][CH:9]=2)[CH:4]=[CH:3][C:2]=1/[CH:11]=[CH:12]/[C:13]([OH:15])=[O:14]. The catalyst class is: 5. (3) Reactant: [NH:1]1[CH2:4][CH:3]([N:5]([CH3:18])[C:6]2[CH:14]=[CH:13][C:12]([C:15]([NH2:17])=[O:16])=[C:11]3[C:7]=2[CH:8]=[CH:9][NH:10]3)[CH2:2]1.C(N(C(C)C)C(C)C)C.[C:28](Cl)(=[O:31])[CH:29]=[CH2:30]. Product: [C:28]([N:1]1[CH2:4][CH:3]([N:5]([CH3:18])[C:6]2[CH:14]=[CH:13][C:12]([C:15]([NH2:17])=[O:16])=[C:11]3[C:7]=2[CH:8]=[CH:9][NH:10]3)[CH2:2]1)(=[O:31])[CH:29]=[CH2:30]. The catalyst class is: 2. (4) Reactant: [F:1][C:2]([F:15])([F:14])[S:3](O[S:3]([C:2]([F:15])([F:14])[F:1])(=[O:5])=[O:4])(=[O:5])=[O:4].[O:16]1[C:25]2[C:20](=[CH:21][CH:22]=[CH:23][CH:24]=2)[C:19](=O)[CH2:18][CH2:17]1.C(C1C=C(C)C=C(C(C)(C)C)N=1)(C)(C)C.CCCCCC. Product: [F:1][C:2]([F:15])([F:14])[S:3]([C:19]1[C:20]2[C:25](=[CH:24][CH:23]=[CH:22][CH:21]=2)[O:16][CH2:17][CH:18]=1)(=[O:5])=[O:4]. The catalyst class is: 4. (5) Reactant: [NH2:1][C:2]1([CH2:8][OH:9])[CH2:7][CH2:6][CH2:5][CH2:4][CH2:3]1.[F:10][C:11]1[CH:12]=[N:13][C:14]([O:20][C:21]2[CH:26]=[CH:25][CH:24]=[C:23]([S:27][CH3:28])[CH:22]=2)=[C:15]([CH:19]=1)[C:16](O)=[O:17].Cl.CN(C)CCCN=C=NCC.ON1C2C=CC=CC=2N=N1. Product: [F:10][C:11]1[CH:12]=[N:13][C:14]([O:20][C:21]2[CH:26]=[CH:25][CH:24]=[C:23]([S:27][CH3:28])[CH:22]=2)=[C:15]([CH:19]=1)[C:16]([NH:1][C:2]1([CH2:8][OH:9])[CH2:7][CH2:6][CH2:5][CH2:4][CH2:3]1)=[O:17]. The catalyst class is: 289.